From a dataset of Peptide-MHC class I binding affinity with 185,985 pairs from IEDB/IMGT. Regression. Given a peptide amino acid sequence and an MHC pseudo amino acid sequence, predict their binding affinity value. This is MHC class I binding data. (1) The peptide sequence is AVDLSHFLK. The MHC is HLA-A11:01 with pseudo-sequence HLA-A11:01. The binding affinity (normalized) is 0.812. (2) The peptide sequence is FHKKRVEPL. The MHC is HLA-B57:01 with pseudo-sequence HLA-B57:01. The binding affinity (normalized) is 0.0847. (3) The peptide sequence is YLLSGAGEHL. The MHC is HLA-A02:06 with pseudo-sequence HLA-A02:06. The binding affinity (normalized) is 0.778. (4) The peptide sequence is MLDTSEKYSK. The MHC is HLA-A03:01 with pseudo-sequence HLA-A03:01. The binding affinity (normalized) is 0.0979.